From a dataset of Reaction yield outcomes from USPTO patents with 853,638 reactions. Predict the reaction yield, written as a fraction of the theoretical maximum amount of product (1.0 means a 100% yield; for example, 0.34 means a 34% yield). (1) The reactants are [F:1][C:2]1[CH:7]=[C:6]([O:8][C:9]([F:12])([F:11])[F:10])[CH:5]=[CH:4][C:3]=1[N:13]1[CH:18]=[C:17]([O:19][CH3:20])[C:16](=[O:21])[C:15]([C:22]([O:24]C)=[O:23])=[N:14]1.[OH-].[Na+].Cl. The catalyst is C1COCC1. The product is [F:1][C:2]1[CH:7]=[C:6]([O:8][C:9]([F:11])([F:12])[F:10])[CH:5]=[CH:4][C:3]=1[N:13]1[CH:18]=[C:17]([O:19][CH3:20])[C:16](=[O:21])[C:15]([C:22]([OH:24])=[O:23])=[N:14]1. The yield is 0.970. (2) The reactants are [F:1][C:2]1[CH:6]=[N:5][N:4]([CH3:7])[C:3]=1[C:8]1[CH:9]=[C:10]([NH2:16])[CH:11]=[CH:12][C:13]=1[O:14][CH3:15].[F:17][C:18]([F:29])([F:28])[C:19]1[CH:24]=[CH:23][C:22]([N:25]=[C:26]=[O:27])=[CH:21][CH:20]=1. No catalyst specified. The product is [F:1][C:2]1[CH:6]=[N:5][N:4]([CH3:7])[C:3]=1[C:8]1[CH:9]=[C:10]([NH:16][C:26]([NH:25][C:22]2[CH:21]=[CH:20][C:19]([C:18]([F:17])([F:28])[F:29])=[CH:24][CH:23]=2)=[O:27])[CH:11]=[CH:12][C:13]=1[O:14][CH3:15]. The yield is 0.490.